Predict the product of the given reaction. From a dataset of Forward reaction prediction with 1.9M reactions from USPTO patents (1976-2016). Given the reactants [CH2:1]([C@H:3]1[N:12]([CH:13]([CH3:15])[CH3:14])[C:11]2[N:10]=[C:9]([NH:16][C:17]3[CH:18]=[CH:19][C:20]([C:26](O)=[O:27])=[C:21]4[C:25]=3[O:24][CH2:23][CH2:22]4)[N:8]=[CH:7][C:6]=2[N:5]([CH3:29])[C:4]1=[O:30])[CH3:2].F[B-](F)(F)F.[N:36]1(OC(N(C)C)=[N+](C)C)[C:40]2[CH:41]=[CH:42]C=[CH:44][C:39]=2N=N1.[CH:53]([N:56](C(C)C)CC)(C)C, predict the reaction product. The product is: [CH2:1]([C@H:3]1[N:12]([CH:13]([CH3:15])[CH3:14])[C:11]2[N:10]=[C:9]([NH:16][C:17]3[CH:18]=[CH:19][C:20]([C:26]([NH:36][CH:40]4[CH2:39][CH2:44][N:56]([CH3:53])[CH2:42][CH2:41]4)=[O:27])=[C:21]4[C:25]=3[O:24][CH2:23][CH2:22]4)[N:8]=[CH:7][C:6]=2[N:5]([CH3:29])[C:4]1=[O:30])[CH3:2].